Task: Predict the reaction yield, written as a fraction of the theoretical maximum amount of product (1.0 means a 100% yield; for example, 0.34 means a 34% yield).. Dataset: Reaction yield outcomes from USPTO patents with 853,638 reactions (1) The reactants are [NH:1]1[CH2:11][CH2:10][CH:4](C(OCC)=O)[CH2:3][CH2:2]1.[C:12](O[C:12]([O:14][C:15]([CH3:18])([CH3:17])[CH3:16])=[O:13])([O:14][C:15]([CH3:18])([CH3:17])[CH3:16])=[O:13]. The catalyst is C1COCC1. The product is [C:12]([N:1]1[CH2:2][CH2:3][CH2:4][CH2:10][CH2:11]1)([O:14][C:15]([CH3:18])([CH3:17])[CH3:16])=[O:13]. The yield is 1.00. (2) The reactants are CON(C)[C:4](=[O:18])[C:5]1[CH:10]=[CH:9][C:8]([C:11]([F:14])([F:13])[F:12])=[CH:7][C:6]=1[O:15][CH2:16][CH3:17].[H-].[H-].[H-].[H-].[Li+].[Al+3]. No catalyst specified. The product is [CH2:16]([O:15][C:6]1[CH:7]=[C:8]([C:11]([F:12])([F:13])[F:14])[CH:9]=[CH:10][C:5]=1[CH:4]=[O:18])[CH3:17]. The yield is 0.650. (3) The reactants are C[O:2][C:3]([C:5]1([C:18]2[CH:23]=[CH:22][C:21]([Cl:24])=[CH:20][CH:19]=2)[CH2:10][CH2:9][N:8]([C:11]([O:13][C:14]([CH3:17])([CH3:16])[CH3:15])=[O:12])[CH2:7][CH2:6]1)=O.[H-].[Al+3].[Li+].[H-].[H-].[H-].O. The catalyst is CCOCC. The product is [C:14]([O:13][C:11]([N:8]1[CH2:7][CH2:6][C:5]([C:18]2[CH:23]=[CH:22][C:21]([Cl:24])=[CH:20][CH:19]=2)([CH2:3][OH:2])[CH2:10][CH2:9]1)=[O:12])([CH3:17])([CH3:15])[CH3:16]. The yield is 0.460.